This data is from CYP2C19 inhibition data for predicting drug metabolism from PubChem BioAssay. The task is: Regression/Classification. Given a drug SMILES string, predict its absorption, distribution, metabolism, or excretion properties. Task type varies by dataset: regression for continuous measurements (e.g., permeability, clearance, half-life) or binary classification for categorical outcomes (e.g., BBB penetration, CYP inhibition). Dataset: cyp2c19_veith. The molecule is CCCCCCCCCCCCCCC[C@@H](O)[C@@H](N)CO. The result is 0 (non-inhibitor).